From a dataset of Forward reaction prediction with 1.9M reactions from USPTO patents (1976-2016). Predict the product of the given reaction. (1) Given the reactants [OH:1][C:2]([C:4]([F:7])([F:6])[F:5])=[O:3].[CH:8]1([NH:11][C:12]2[N:13]=[C:14]3[CH2:36][CH2:35][NH:34][CH:33]([CH3:37])[C:15]3=[N:16][C:17]=2[N:18]2[CH2:23][CH2:22][CH:21]([O:24][C:25]3[CH:30]=[CH:29][C:28]([F:31])=[CH:27][C:26]=3[F:32])[CH2:20][CH2:19]2)[CH2:10][CH2:9]1.C=O.CCN(C(C)C)C(C)C.C(O[BH-](OC(=O)C)OC(=O)C)(=O)C.[Na+], predict the reaction product. The product is: [CH:8]1([NH:11][C:12]2[N:13]=[C:14]3[CH2:36][CH2:35][N:34]([CH3:2])[CH:33]([CH3:37])[C:15]3=[N:16][C:17]=2[N:18]2[CH2:19][CH2:20][CH:21]([O:24][C:25]3[CH:30]=[CH:29][C:28]([F:31])=[CH:27][C:26]=3[F:32])[CH2:22][CH2:23]2)[CH2:10][CH2:9]1.[C:2]([OH:3])([C:4]([F:7])([F:6])[F:5])=[O:1]. (2) The product is: [C:17]([C:21]1[CH:26]=[CH:25][C:24]2[NH:27][C:14]([C@H:9]([NH2:8])[C@@H:10]([O:11][CH3:12])[CH3:13])=[N:28][C:23]=2[CH:22]=1)([CH3:20])([CH3:18])[CH3:19]. Given the reactants C(OC([NH:8][C@@H:9]([C:14](O)=O)[C@H:10]([CH3:13])[O:11][CH3:12])=O)(C)(C)C.[C:17]([C:21]1[CH:26]=[CH:25][C:24]([NH2:27])=[C:23]([NH2:28])[CH:22]=1)([CH3:20])([CH3:19])[CH3:18], predict the reaction product.